Task: Binary Classification. Given a drug SMILES string, predict its activity (active/inactive) in a high-throughput screening assay against a specified biological target.. Dataset: Cav3 T-type calcium channel HTS with 100,875 compounds (1) The molecule is O=C(N1CCN(CC1)CC)CCCCCn1c(=O)c2c([nH]c1=O)cc(cc2)C(OC)=O. The result is 0 (inactive). (2) The drug is Fc1cc2nc(n(C3CCN(CC3)C(=O)c3cc(OC)c(OC)cc3)c2cc1)C. The result is 0 (inactive). (3) The molecule is N(n1cnnc1)Cc1c2c(ccc1)cccc2. The result is 0 (inactive). (4) The result is 1 (active). The drug is Clc1c(NC(=O)CC(c2ccccc2)C)cc(cc1)C(F)(F)F. (5) The molecule is S(C=1NC(=C(C(C1C#N)c1occc1)C(OCC=C)=O)C)CC(=O)Nc1ccccc1. The result is 0 (inactive).